This data is from Catalyst prediction with 721,799 reactions and 888 catalyst types from USPTO. The task is: Predict which catalyst facilitates the given reaction. (1) Reactant: [CH3:1][O:2][C:3](=[O:51])[C@@H:4]([NH:30][C:31](=[O:50])[CH2:32][O:33][CH2:34][CH2:35][O:36][CH2:37][CH2:38][O:39][CH2:40][CH2:41][NH:42]C(OC(C)(C)C)=O)[CH2:5][CH2:6][CH2:7][CH2:8][NH:9][C:10](=[O:29])[CH2:11][O:12][CH2:13][CH2:14][O:15][CH2:16][CH2:17][O:18][CH2:19][CH2:20][NH:21]C(OC(C)(C)C)=O.FC(F)(F)C(O)=O. Product: [CH3:1][O:2][C:3](=[O:51])[C@@H:4]([NH:30][C:31](=[O:50])[CH2:32][O:33][CH2:34][CH2:35][O:36][CH2:37][CH2:38][O:39][CH2:40][CH2:41][NH2:42])[CH2:5][CH2:6][CH2:7][CH2:8][NH:9][C:10](=[O:29])[CH2:11][O:12][CH2:13][CH2:14][O:15][CH2:16][CH2:17][O:18][CH2:19][CH2:20][NH2:21]. The catalyst class is: 4. (2) Reactant: [C:1]1([C:11]2[C:15]([C:16](O)=[O:17])=[C:14]([CH3:19])[O:13][N:12]=2)[C:10]2[C:5](=[CH:6][CH:7]=[CH:8][CH:9]=2)[CH:4]=[CH:3][CH:2]=1.[Cl:20][C:21]1[C:27]([N:28]2[CH2:33][CH2:32][NH:31][CH2:30][CH2:29]2)=[CH:26][C:24]([NH2:25])=[C:23]([N+:34]([O-:36])=[O:35])[CH:22]=1.C(Cl)CCl.CN(C=O)C. Product: [NH2:25][C:24]1[C:23]([N+:34]([O-:36])=[O:35])=[CH:22][C:21]([Cl:20])=[C:27]([N:28]2[CH2:33][CH2:32][N:31]([C:16]([C:15]3[C:11]([C:1]4[C:10]5[C:5](=[CH:6][CH:7]=[CH:8][CH:9]=5)[CH:4]=[CH:3][CH:2]=4)=[N:12][O:13][C:14]=3[CH3:19])=[O:17])[CH2:30][CH2:29]2)[CH:26]=1. The catalyst class is: 79. (3) Reactant: C([O-])([O-])=O.[Cs+].[Cs+].[Br:7][C:8]1[C:13]([CH3:14])=[CH:12][C:11]([OH:15])=[CH:10][C:9]=1[CH3:16].CC1C=CC(S(O[CH2:28][CH:29]2[CH2:33][C:32]([CH3:34])=[C:31]([CH3:35])[CH2:30]2)(=O)=O)=CC=1. Product: [Br:7][C:8]1[C:13]([CH3:14])=[CH:12][C:11]([O:15][CH2:28][CH:29]2[CH2:33][C:32]([CH3:34])=[C:31]([CH3:35])[CH2:30]2)=[CH:10][C:9]=1[CH3:16]. The catalyst class is: 37. (4) Reactant: C(OP(O[CH2:10][C:11]1[O:15][N:14]=[C:13]([C:16]([O:18][CH2:19][CH3:20])=[O:17])[CH:12]=1)(OCC)=O)C.[O:21]1[C:25]2[CH:26]=[CH:27][C:28](B(O)O)=[CH:29][C:24]=2[O:23][CH2:22]1.C(=O)([O-])[O-].[K+].[K+].C1(P(C2C=CC=CC=2)C2C=CC=CC=2)C=CC=CC=1. Product: [O:21]1[C:25]2[CH:26]=[CH:27][C:28]([CH2:10][C:11]3[O:15][N:14]=[C:13]([C:16]([O:18][CH2:19][CH3:20])=[O:17])[CH:12]=3)=[CH:29][C:24]=2[O:23][CH2:22]1. The catalyst class is: 706. (5) Reactant: [CH3:1][C@H:2]1[CH2:7][NH:6][CH2:5][C@H:4]([CH3:8])[N:3]1[C:9]1[O:10][C:11]2[C:12](=[C:14]([C:18]([O-:20])=[O:19])[CH:15]=[CH:16][CH:17]=2)[N:13]=1.[Li+:21].C([O-])(O)=O.[Na+].[CH:27]([O:30][C:31](Cl)=[O:32])([CH3:29])[CH3:28].Cl. Product: [CH:27]([O:30][C:31]([N:6]1[CH2:5][C@H:4]([CH3:8])[N:3]([C:9]2[O:10][C:11]3[C:12](=[C:14]([C:18]([O-:20])=[O:19])[CH:15]=[CH:16][CH:17]=3)[N:13]=2)[C@@H:2]([CH3:1])[CH2:7]1)=[O:32])([CH3:29])[CH3:28].[Li+:21]. The catalyst class is: 146. (6) Reactant: [NH2:1][C:2]1[CH:9]=[CH:8][CH:7]=[CH:6][C:3]=1[CH:4]=[O:5].C1C(=O)N([Br:17])C(=O)C1.CC(OC)(C)C. Product: [NH2:1][C:2]1[CH:9]=[CH:8][C:7]([Br:17])=[CH:6][C:3]=1[CH:4]=[O:5]. The catalyst class is: 3.